From a dataset of Forward reaction prediction with 1.9M reactions from USPTO patents (1976-2016). Predict the product of the given reaction. (1) Given the reactants [Cl:1][C:2]1[C:3]([CH:31]=O)=[C:4]([O:26][C:27]([F:30])([F:29])[F:28])[CH:5]=[C:6]2[C:11]=1[N:10]=[CH:9][N:8]([CH2:12][C:13]1[CH:18]=[C:17]([Cl:19])[CH:16]=[CH:15][C:14]=1[S:20]([CH2:23][CH3:24])(=[O:22])=[O:21])[C:7]2=[O:25].ClC1C(CN2CC[C@@H](NC(=O)OC(C)(C)C)C2)=C(OC(F)(F)F)C=C2C=1N=CN(CC1C=C(Cl)C=CC=1S(CC)(=O)=O)C2=O.[NH:77]1[CH2:81][CH2:80][C@@H:79]([CH2:82][NH:83]C(=O)OC(C)(C)C)[CH2:78]1, predict the reaction product. The product is: [NH2:83][CH2:82][C@@H:79]1[CH2:80][CH2:81][N:77]([CH2:31][C:3]2[C:2]([Cl:1])=[C:11]3[C:6]([C:7](=[O:25])[N:8]([CH2:12][C:13]4[CH:18]=[C:17]([Cl:19])[CH:16]=[CH:15][C:14]=4[S:20]([CH2:23][CH3:24])(=[O:21])=[O:22])[CH:9]=[N:10]3)=[CH:5][C:4]=2[O:26][C:27]([F:28])([F:30])[F:29])[CH2:78]1. (2) Given the reactants Cl.Cl.[NH2:3][CH2:4][C@@:5]1([OH:13])[CH:10]2[CH2:11][CH2:12][N:7]([CH2:8][CH2:9]2)[CH2:6]1.C([O-])([O-])=O.[Cs+].[Cs+].[N:20]([C:23]1[CH:28]=[C:27]([C:29]2[CH:34]=[CH:33][N:32]=[CH:31][CH:30]=2)[N:26]=[CH:25][N:24]=1)=[C:21]=S.C(N=C=NC(C)C)(C)C, predict the reaction product. The product is: [N:32]1[CH:31]=[CH:30][C:29]([C:27]2[N:26]=[CH:25][N:24]=[C:23]([NH:20][C:21]3[O:13][C@:5]4([CH2:4][N:3]=3)[CH:10]3[CH2:9][CH2:8][N:7]([CH2:12][CH2:11]3)[CH2:6]4)[CH:28]=2)=[CH:34][CH:33]=1. (3) Given the reactants CO[CH:3]=[CH:4][C:5]1[CH:10]=[CH:9][CH:8]=[CH:7][N:6]=1.[S:11](=O)(=O)(O)O.N1CCOCC1.[C:22]([CH2:24][C:25]([NH2:27])=[O:26])#[N:23].[S], predict the reaction product. The product is: [NH2:23][C:22]1[S:11][C:4]([C:5]2[CH:10]=[CH:9][CH:8]=[CH:7][N:6]=2)=[CH:3][C:24]=1[C:25]([NH2:27])=[O:26]. (4) Given the reactants [Cl:1][C:2]1[N:3]=[C:4]([C:9]([NH:11][C@H:12]2[CH2:17][CH2:16][N:15]([C:18](OC(C)(C)C)=O)[CH2:14][C@H:13]2[O:25][CH3:26])=[O:10])[NH:5][C:6]=1[CH2:7][CH3:8].Cl.C(OCC)(=O)C.C(N(CC)CC)C.BrC1[N:47]=[C:46]([C:48]([O:50][CH3:51])=[O:49])[CH:45]=[CH:44][CH:43]=1, predict the reaction product. The product is: [Cl:1][C:2]1[N:3]=[C:4]([C:9]([NH:11][C@H:12]2[CH2:17][CH2:16][N:15]([C:18]3[N:47]=[C:46]([C:48]([O:50][CH3:51])=[O:49])[CH:45]=[CH:44][CH:43]=3)[CH2:14][C@H:13]2[O:25][CH3:26])=[O:10])[NH:5][C:6]=1[CH2:7][CH3:8]. (5) Given the reactants [Cl:1][C:2]1[CH:32]=[CH:31][C:5]([CH2:6][N:7]2[C:11]3[CH:12]=[C:13]([N:17]4[CH2:22][CH2:21][NH:20][CH2:19][CH2:18]4)[C:14]([F:16])=[CH:15][C:10]=3[N:9]=[C:8]2[CH2:23][O:24][C:25]2[CH:30]=[CH:29][CH:28]=[CH:27][CH:26]=2)=[CH:4][CH:3]=1.[CH:33]1([C:36](Cl)=[O:37])[CH2:35][CH2:34]1, predict the reaction product. The product is: [Cl:1][C:2]1[CH:32]=[CH:31][C:5]([CH2:6][N:7]2[C:11]3[CH:12]=[C:13]([N:17]4[CH2:22][CH2:21][N:20]([C:36]([CH:33]5[CH2:35][CH2:34]5)=[O:37])[CH2:19][CH2:18]4)[C:14]([F:16])=[CH:15][C:10]=3[N:9]=[C:8]2[CH2:23][O:24][C:25]2[CH:30]=[CH:29][CH:28]=[CH:27][CH:26]=2)=[CH:4][CH:3]=1. (6) Given the reactants [N+:1]([C:4]1[CH:21]=[CH:20][C:7]([O:8][C:9]2[C:18]3[C:13](=[CH:14][C:15]([OH:19])=[CH:16][CH:17]=3)[N:12]=[CH:11][CH:10]=2)=[CH:6][CH:5]=1)([O-:3])=[O:2].[OH-].[Na+].[CH3:24][C:25]1([O:28][CH2:27]1)[CH3:26], predict the reaction product. The product is: [CH3:24][C:25]([OH:28])([CH3:27])[CH2:26][O:19][C:15]1[CH:14]=[C:13]2[C:18]([C:9]([O:8][C:7]3[CH:20]=[CH:21][C:4]([N+:1]([O-:3])=[O:2])=[CH:5][CH:6]=3)=[CH:10][CH:11]=[N:12]2)=[CH:17][CH:16]=1. (7) Given the reactants [S:1]1[CH:5]=[CH:4][CH:3]=[C:2]1[CH:6]=O.[CH3:8][O:9][CH2:10][CH2:11][NH2:12].[C:13]1(=[O:24])[O:19][C:17](=O)[C:16]2=[CH:20][CH:21]=[CH:22][CH:23]=[C:15]2[CH2:14]1.[CH3:25][N:26]1[CH:30]=[CH:29][C:28]([NH2:31])=[N:27]1, predict the reaction product. The product is: [CH3:8][O:9][CH2:10][CH2:11][N:12]1[CH:6]([C:2]2[S:1][CH:5]=[CH:4][CH:3]=2)[CH:14]([C:13]([NH:31][C:28]2[CH:29]=[CH:30][N:26]([CH3:25])[N:27]=2)=[O:24])[C:15]2[C:16](=[CH:20][CH:21]=[CH:22][CH:23]=2)[C:17]1=[O:19]. (8) Given the reactants [Br:1][C:2]1[CH:11]=[CH:10][CH:9]=[C:8]2[C:3]=1[CH2:4][CH2:5][O:6][CH:7]2[C:12](N(C)OC)=[O:13].CC(C[AlH]CC(C)C)C, predict the reaction product. The product is: [Br:1][C:2]1[CH:11]=[CH:10][CH:9]=[C:8]2[C:3]=1[CH2:4][CH2:5][O:6][CH:7]2[CH:12]=[O:13].